The task is: Predict which catalyst facilitates the given reaction.. This data is from Catalyst prediction with 721,799 reactions and 888 catalyst types from USPTO. (1) Reactant: [CH:1]1(B(O)O)[CH2:3][CH2:2]1.C(=O)([O-])[O-].[Na+].[Na+].C1(P(C2CCCCC2)C2C=CC=CC=2C2C(OC)=CC=CC=2OC)CCCCC1.Br[C:43]1[C:44]([CH:53]2[CH2:55][CH2:54]2)=[C:45]([F:52])[C:46]([OH:51])=[C:47]([CH:50]=1)[CH:48]=[O:49]. Product: [CH:53]1([C:44]2[C:43]([CH:1]3[CH2:3][CH2:2]3)=[CH:50][C:47]([CH:48]=[O:49])=[C:46]([OH:51])[C:45]=2[F:52])[CH2:55][CH2:54]1. The catalyst class is: 720. (2) Reactant: C(OC(=O)[NH:7][C@H:8]([CH2:30][NH2:31])[CH2:9][C:10]([CH3:29])([CH3:28])[CH2:11][CH2:12][C:13]1[CH:18]=[CH:17][C:16]([O:19][CH2:20][C@@H:21]2[CH2:25][O:24]C(C)(C)[O:22]2)=[CH:15][CH:14]=1)(C)(C)C.C(O)(C(F)(F)F)=O. Product: [NH2:7][C@H:8]([CH2:30][NH2:31])[CH2:9][C:10]([CH3:28])([CH3:29])[CH2:11][CH2:12][C:13]1[CH:18]=[CH:17][C:16]([O:19][CH2:20][C@@H:21]([OH:22])[CH2:25][OH:24])=[CH:15][CH:14]=1. The catalyst class is: 2. (3) Reactant: C[O:2][C:3](=[O:34])[CH2:4][N:5]1[C:13]2[C:8](=[CH:9][C:10]([F:14])=[CH:11][CH:12]=2)[C:7]([CH2:15][C:16]2[CH:21]=[CH:20][C:19]([C:22]#[N:23])=[CH:18][C:17]=2[S:24]([C:27]2[CH:32]=[CH:31][CH:30]=[CH:29][CH:28]=2)(=[O:26])=[O:25])=[C:6]1[CH3:33].[OH-].[Li+].Cl. Product: [C:27]1([S:24]([C:17]2[CH:18]=[C:19]([C:22]#[N:23])[CH:20]=[CH:21][C:16]=2[CH2:15][C:7]2[C:8]3[C:13](=[CH:12][CH:11]=[C:10]([F:14])[CH:9]=3)[N:5]([CH2:4][C:3]([OH:34])=[O:2])[C:6]=2[CH3:33])(=[O:26])=[O:25])[CH:28]=[CH:29][CH:30]=[CH:31][CH:32]=1. The catalyst class is: 7. (4) Reactant: [F:1][C:2]1[CH:7]=[C:6]([F:8])[C:5]([F:9])=[CH:4][C:3]=1[NH:10][C:11](=[O:17])[O:12][C:13]([CH3:16])([CH3:15])[CH3:14].[Li]CCCC.CON(C)[C:26]([C:28]1[CH:29]=[C:30]2[C:35](=[CH:36][CH:37]=1)[N:34]=[CH:33][CH:32]=[N:31]2)=[O:27]. Product: [F:1][C:2]1[C:7]([C:26]([C:28]2[CH:29]=[C:30]3[C:35](=[CH:36][CH:37]=2)[N:34]=[CH:33][CH:32]=[N:31]3)=[O:27])=[C:6]([F:8])[C:5]([F:9])=[CH:4][C:3]=1[NH:10][C:11](=[O:17])[O:12][C:13]([CH3:14])([CH3:16])[CH3:15]. The catalyst class is: 1. (5) Reactant: [CH2:1]([S:3][C:4]1[C:13]2[C:8](=[CH:9][CH:10]=[C:11]([CH:14]=O)[CH:12]=2)[N:7]=[CH:6][C:5]=1[C:16]#[N:17])[CH3:2].COC1C=CC(/C=[C:33]2/[C:34]([NH:36][C:37]([S:39]/2)=[NH:38])=[O:35])=CC=1OC1CCCC1.C([O-])(=O)C.[Na+]. Product: [NH2:38][C:37]1[S:39]/[C:33](=[CH:14]\[C:11]2[CH:12]=[C:13]3[C:8](=[CH:9][CH:10]=2)[N:7]=[CH:6][C:5]([C:16]#[N:17])=[C:4]3[S:3][CH2:1][CH3:2])/[C:34](=[O:35])[N:36]=1. The catalyst class is: 15.